From a dataset of Experimentally validated miRNA-target interactions with 360,000+ pairs, plus equal number of negative samples. Binary Classification. Given a miRNA mature sequence and a target amino acid sequence, predict their likelihood of interaction. (1) The miRNA is hsa-miR-6084 with sequence UUCCGCCAGUCGGUGGCCGG. The protein sequence of the target gene is MALSDLVLLRWLRDSRHSRKLILFIVFLALLLDNMLLTVVVPIIPSYLYSIKHEKNTTEIQTARPALTASTSESFHSIFSYYNNSTVFTGNATGGLPGGESPKATTTQHTVTNTTVPPDCPSEDKDLLNENVQVGLLFASKATVQLLTNPFIGLLTNRIGYPIPMFAGFCIMFISTVMFAFSSSYAFLLIARSLQGIGSSCSSVAGMGMLASVYTDDEERGNAMGIALGGLAMGVLVGPPFGSVLYEFVGKTAPFLVLAALVLLDGAIQLFVLQPSRVQPESQKGTPLTTLLKDPYILIA.... Result: 0 (no interaction). (2) Result: 0 (no interaction). The protein sequence of the target gene is MLTFMASDSEEEVCDERTSLMSAESPTSRSCQDSRPGPEDGENTAQWRSQENEDDCEEDPDHYACSGVPGRPSGLEEELTLKYGAKHVIMLFVPVTLCMIVVVATIKSVRFYTEKNGQLIYTPFTEDTPSVGQRLLNSVLNTLIMISVIVVMTIFLVVLYKYRCYKFIHGWLIMSSLMLLFLFTYIYLGEVFKTYNVAMDYPTLFLAVWNFGAVGMVCIHWKGPLVLQQAYLIVISALMALVFIKYLPEWSAWVILGAISVYDLVAVLCPKGPLRMLVETAQERNEPIFPALIYSSAMVW.... The miRNA is mmu-miR-137-3p with sequence UUAUUGCUUAAGAAUACGCGUAG. (3) The miRNA is hsa-miR-365b-3p with sequence UAAUGCCCCUAAAAAUCCUUAU. The protein sequence of the target gene is MSSNVPADMINLRLILVSGKTKEFLFSPNDSASDIAKHVYDNWPMDWEEEQVSSPNILRLIYQGRFLHGNVTLGALKLPFGKTTVMHLVARETLPEPNSQGQRNREKTGESNCCVIL. Result: 1 (interaction). (4) The miRNA is hsa-miR-205-5p with sequence UCCUUCAUUCCACCGGAGUCUG. The protein sequence of the target gene is MLCLCLYVPVIGEAQTEFQYFESKGLPAELKSIFKLSVFIPSQEFSTYRQWKQKIVQAGDKDLDGQLDFEEFVHYLQDHEKKLRLVFKSLDKKNDGRIDAQEIMQSLRDLGVKISEQQAEKILKSMDKNGTMTIDWNEWRDYHLLHPVENIPEIILYWKHSTIFDVGENLTVPDEFTVEERQTGMWWRHLVAGGGAGAVSRTCTAPLDRLKVLMQVHASRSNNMGIVGGFTQMIREGGARSLWRGNGINVLKIAPESAIKFMAYEQIKRLVGSDQETLRIHERLVAGSLAGAIAQSSIYP.... Result: 1 (interaction). (5) The miRNA is mmu-miR-130a-3p with sequence CAGUGCAAUGUUAAAAGGGCAU. The protein sequence of the target gene is MAEKFDHLEEHLEKFVENIRQLGIIVSDFQPSSQAGLSQKLNFIVTGLQDIDKCRQQLHDITVPLEVFEYIDQGRNPQLYTKECLERALAKNEQVKGKIDTMKKFKSLLIQELSKVFPEDMAKYRSIRGEDHPPS. Result: 0 (no interaction).